Dataset: Forward reaction prediction with 1.9M reactions from USPTO patents (1976-2016). Task: Predict the product of the given reaction. Given the reactants [Br:1][C:2]1[C:7]2[N:8]([C:14]3[CH:19]=[CH:18][CH:17]=[CH:16][CH:15]=3)[C:9]([C@@H:11]([NH2:13])[CH3:12])=[N:10][C:6]=2[CH:5]=[CH:4][C:3]=1[F:20].Cl[C:22]1[N:30]=[CH:29][N:28]=[C:27]2[C:23]=1[N:24]=[CH:25][N:26]2[CH:31]1[CH2:36][CH2:35][CH2:34][CH2:33][O:32]1.CCN(C(C)C)C(C)C, predict the reaction product. The product is: [Br:1][C:2]1[C:7]2[N:8]([C:14]3[CH:15]=[CH:16][CH:17]=[CH:18][CH:19]=3)[C:9]([C@@H:11]([NH:13][C:22]3[N:30]=[CH:29][N:28]=[C:27]4[C:23]=3[N:24]=[CH:25][N:26]4[CH:31]3[CH2:36][CH2:35][CH2:34][CH2:33][O:32]3)[CH3:12])=[N:10][C:6]=2[CH:5]=[CH:4][C:3]=1[F:20].